From a dataset of NCI-60 drug combinations with 297,098 pairs across 59 cell lines. Regression. Given two drug SMILES strings and cell line genomic features, predict the synergy score measuring deviation from expected non-interaction effect. (1) Drug 1: C1CCC(CC1)NC(=O)N(CCCl)N=O. Drug 2: B(C(CC(C)C)NC(=O)C(CC1=CC=CC=C1)NC(=O)C2=NC=CN=C2)(O)O. Cell line: DU-145. Synergy scores: CSS=15.2, Synergy_ZIP=-3.43, Synergy_Bliss=5.98, Synergy_Loewe=6.48, Synergy_HSA=6.59. (2) Drug 1: C#CCC(CC1=CN=C2C(=N1)C(=NC(=N2)N)N)C3=CC=C(C=C3)C(=O)NC(CCC(=O)O)C(=O)O. Drug 2: COCCOC1=C(C=C2C(=C1)C(=NC=N2)NC3=CC=CC(=C3)C#C)OCCOC.Cl. Cell line: KM12. Synergy scores: CSS=-0.405, Synergy_ZIP=0.825, Synergy_Bliss=1.12, Synergy_Loewe=-0.202, Synergy_HSA=-0.627. (3) Drug 1: CC1=C2C(C(=O)C3(C(CC4C(C3C(C(C2(C)C)(CC1OC(=O)C(C(C5=CC=CC=C5)NC(=O)OC(C)(C)C)O)O)OC(=O)C6=CC=CC=C6)(CO4)OC(=O)C)O)C)O. Drug 2: CN1C2=C(C=C(C=C2)N(CCCl)CCCl)N=C1CCCC(=O)O.Cl. Cell line: TK-10. Synergy scores: CSS=-3.33, Synergy_ZIP=2.69, Synergy_Bliss=0.529, Synergy_Loewe=-4.22, Synergy_HSA=-3.88. (4) Drug 1: COC1=CC(=CC(=C1O)OC)C2C3C(COC3=O)C(C4=CC5=C(C=C24)OCO5)OC6C(C(C7C(O6)COC(O7)C8=CC=CS8)O)O. Drug 2: N.N.Cl[Pt+2]Cl. Cell line: UACC-257. Synergy scores: CSS=5.24, Synergy_ZIP=-2.59, Synergy_Bliss=-2.05, Synergy_Loewe=-26.5, Synergy_HSA=-4.58.